The task is: Predict the reaction yield, written as a fraction of the theoretical maximum amount of product (1.0 means a 100% yield; for example, 0.34 means a 34% yield).. This data is from Reaction yield outcomes from USPTO patents with 853,638 reactions. The product is [OH:20][CH2:19][CH2:18][CH2:17][C:14]1[C:15](=[O:16])[N:10]([CH2:9][C:6]2[CH:5]=[CH:4][C:3]([O:2][CH3:1])=[CH:8][CH:7]=2)[NH:11][C:12](=[O:26])[CH:13]=1. The reactants are [CH3:1][O:2][C:3]1[CH:8]=[CH:7][C:6]([CH2:9][N:10]2[C:15](=[O:16])[C:14]([CH2:17][CH2:18][C:19](OCCCC)=[O:20])=[CH:13][C:12](=[O:26])[NH:11]2)=[CH:5][CH:4]=1.[H-].[Al+3].[Li+].[H-].[H-].[H-].C1COCC1.Cl. The yield is 0.670. The catalyst is O1CCOCC1.